Dataset: Catalyst prediction with 721,799 reactions and 888 catalyst types from USPTO. Task: Predict which catalyst facilitates the given reaction. (1) Reactant: C[Si]([N-][Si](C)(C)C)(C)C.[Na+].C1COCC1.C([O:18][C:19](=[O:40])/[CH:20]=[CH:21]/[C:22]1[CH:23]=[N:24][C:25]([NH:33][C:34](=[O:39])[CH2:35][CH:36]([CH3:38])[CH3:37])=[C:26]([CH:32]=1)[C:27]([O:29]CC)=O)C.CO. Product: [OH:29][C:27]1[C:26]2[CH:32]=[C:22](/[CH:21]=[CH:20]/[C:19]([OH:18])=[O:40])[CH:23]=[N:24][C:25]=2[NH:33][C:34](=[O:39])[C:35]=1[CH:36]([CH3:37])[CH3:38]. The catalyst class is: 6. (2) Reactant: [C:1]([N:4]1[CH2:9][CH2:8][C:7](=O)[CH2:6][CH2:5]1)(=[O:3])[CH3:2].Cl.[NH2:12][OH:13].N1C=CC=CC=1. Product: [C:1]([N:4]1[CH2:9][CH2:8][C:7](=[N:12][OH:13])[CH2:6][CH2:5]1)(=[O:3])[CH3:2]. The catalyst class is: 8. (3) Reactant: [CH2:1]([N:8]([CH2:12][C:13]1[CH:18]=[CH:17][CH:16]=[CH:15][CH:14]=1)[CH2:9][CH2:10][OH:11])[C:2]1[CH:7]=[CH:6][CH:5]=[CH:4][CH:3]=1.[H-].[Na+].Br[CH2:22][CH2:23][CH2:24][O:25][Si:26]([C:29]([CH3:32])([CH3:31])[CH3:30])([CH3:28])[CH3:27]. Product: [CH2:12]([N:8]([CH2:1][C:2]1[CH:3]=[CH:4][CH:5]=[CH:6][CH:7]=1)[CH2:9][CH2:10][O:11][CH2:22][CH2:23][CH2:24][O:25][Si:26]([C:29]([CH3:30])([CH3:32])[CH3:31])([CH3:27])[CH3:28])[C:13]1[CH:18]=[CH:17][CH:16]=[CH:15][CH:14]=1. The catalyst class is: 3. (4) Reactant: Br[C:2]1[CH:3]=[CH:4][C:5]([O:8][C:9]2[CH:14]=[CH:13][CH:12]=[C:11]([CH:15]=[C:16]3[CH2:25][CH2:24][C:19]4([O:23][CH2:22][CH2:21][O:20]4)[CH2:18][CH2:17]3)[CH:10]=2)=[N:6][CH:7]=1.BrC1[CH:28]=[CH:29][C:30](Cl)=NC=1.FC(F)(F)C1C=CC(OC2C=C(C=C3CCC(N)CC3)C=CC=2)=NC=1.C1(P(C2CCCCC2)C2CCCCC2)CCCCC1.[O-]P([O-])([O-])=O.[K+].[K+].[K+].C1(B(O)O)CC1. Product: [CH:28]1([C:2]2[CH:3]=[CH:4][C:5]([O:8][C:9]3[CH:14]=[CH:13][CH:12]=[C:11]([CH:15]=[C:16]4[CH2:25][CH2:24][C:19]5([O:23][CH2:22][CH2:21][O:20]5)[CH2:18][CH2:17]4)[CH:10]=3)=[N:6][CH:7]=2)[CH2:29][CH2:30]1. The catalyst class is: 498. (5) Reactant: [CH2:1]([N:3]([CH2:30][CH3:31])[C:4](=[O:29])[CH:5]([N:12]1[CH2:17][CH2:16][N:15]([C:18]2[CH:23]=[CH:22][C:21]([C:24]([NH:26][NH2:27])=[O:25])=[CH:20][C:19]=2[F:28])[CH2:14][CH2:13]1)[C:6]1[CH:11]=[CH:10][CH:9]=[CH:8][CH:7]=1)[CH3:2].[CH3:32][CH2:33]N(CC)CC.C(Cl)(=O)C.CC[N+](S(N=C(OC)[O-])(=O)=O)(CC)CC. Product: [CH2:30]([N:3]([CH2:1][CH3:2])[C:4](=[O:29])[CH:5]([N:12]1[CH2:13][CH2:14][N:15]([C:18]2[CH:23]=[CH:22][C:21]([C:24]3[O:25][C:32]([CH3:33])=[N:27][N:26]=3)=[CH:20][C:19]=2[F:28])[CH2:16][CH2:17]1)[C:6]1[CH:11]=[CH:10][CH:9]=[CH:8][CH:7]=1)[CH3:31]. The catalyst class is: 23.